Dataset: HIV replication inhibition screening data with 41,000+ compounds from the AIDS Antiviral Screen. Task: Binary Classification. Given a drug SMILES string, predict its activity (active/inactive) in a high-throughput screening assay against a specified biological target. (1) The drug is CC1CCC2(OCCO2)C2(C)CC(O)C(=O)C=C12. The result is 0 (inactive). (2) The compound is Cc1ccccc1NC(=O)CC(=O)n1nc(-c2ccccc2)c(N=Nc2ccc([N+](=O)[O-])cc2)c1-c1ccccc1. The result is 0 (inactive). (3) The result is 0 (inactive). The molecule is COc1cccc2c1[OH+][Cu-3]1(O)[S+]=C(N)[N-][N+]1=C2.